From a dataset of Peptide-MHC class II binding affinity with 134,281 pairs from IEDB. Regression. Given a peptide amino acid sequence and an MHC pseudo amino acid sequence, predict their binding affinity value. This is MHC class II binding data. (1) The peptide sequence is VIGLLPQNMVLTTQG. The MHC is DRB1_1501 with pseudo-sequence DRB1_1501. The binding affinity (normalized) is 0.126. (2) The peptide sequence is QCQKLLWQLNGRLEY. The MHC is DRB1_1501 with pseudo-sequence DRB1_1501. The binding affinity (normalized) is 0.523. (3) The peptide sequence is HGSEEWEPLTKKGNVWEVKS. The MHC is DRB1_1201 with pseudo-sequence DRB1_1201. The binding affinity (normalized) is 0.227. (4) The peptide sequence is STIFPFRRLFMVAEV. The MHC is DRB1_0301 with pseudo-sequence DRB1_0301. The binding affinity (normalized) is 0.596. (5) The peptide sequence is TAWDFSSAGGFFTSV. The MHC is DRB4_0103 with pseudo-sequence DRB4_0103. The binding affinity (normalized) is 0.461. (6) The peptide sequence is CFKYILIQAGFDQRL. The MHC is DRB1_0401 with pseudo-sequence DRB1_0401. The binding affinity (normalized) is 0.360. (7) The peptide sequence is QFKPEEITGIMKDFD. The MHC is DRB5_0101 with pseudo-sequence DRB5_0101. The binding affinity (normalized) is 0.436. (8) The peptide sequence is SQDLELSWNLNGLQVY. The MHC is DRB1_0401 with pseudo-sequence DRB1_0401. The binding affinity (normalized) is 0.476. (9) The peptide sequence is VKPLYIITPTNVSHI. The MHC is DRB5_0101 with pseudo-sequence DRB5_0101. The binding affinity (normalized) is 0.676.